From a dataset of Reaction yield outcomes from USPTO patents with 853,638 reactions. Predict the reaction yield, written as a fraction of the theoretical maximum amount of product (1.0 means a 100% yield; for example, 0.34 means a 34% yield). (1) The reactants are [CH:1]([C:3]1[CH:4]=[C:5]([CH:10]=[CH:11][CH:12]=1)[C:6]([O:8][CH3:9])=[O:7])=O.C(=O)([O-])[O-].[K+].[K+].[C:19]([CH2:21]P(=O)(OCC)OCC)#[N:20].O. The catalyst is O1CCCC1. The product is [C:19](/[CH:21]=[CH:1]/[C:3]1[CH:4]=[C:5]([CH:10]=[CH:11][CH:12]=1)[C:6]([O:8][CH3:9])=[O:7])#[N:20]. The yield is 0.640. (2) The reactants are [Br:1][C:2]1[CH:10]=[CH:9][C:5]([C:6]([OH:8])=O)=[C:4]([CH2:11][O:12][C:13]2[CH:18]=[C:17]([F:19])[CH:16]=[C:15]([F:20])[CH:14]=2)[CH:3]=1.FC(F)(F)C(OC(=O)C(F)(F)F)=O.[OH-].[Na+].C(=O)([O-])O.[Na+]. The catalyst is ClCCl. The product is [Br:1][C:2]1[CH:10]=[CH:9][C:5]2[C:6](=[O:8])[C:14]3[C:15]([F:20])=[CH:16][C:17]([F:19])=[CH:18][C:13]=3[O:12][CH2:11][C:4]=2[CH:3]=1. The yield is 0.860. (3) The reactants are [Cl:1][C:2]1[CH:3]=[C:4]([N:8]2[CH:13]=[CH:12][C:11](=[O:14])[C:10]([C:15](=O)[CH:16]=[CH:17][N:18](C)C)=[N:9]2)[CH:5]=[CH:6][CH:7]=1.[C:22]1([NH:28]N)[CH:27]=[CH:26][CH:25]=[CH:24][CH:23]=1. The catalyst is CO. The product is [Cl:1][C:2]1[CH:3]=[C:4]([N:8]2[CH:13]=[CH:12][C:11](=[O:14])[C:10]([C:15]3[N:28]([C:22]4[CH:27]=[CH:26][CH:25]=[CH:24][CH:23]=4)[N:18]=[CH:17][CH:16]=3)=[N:9]2)[CH:5]=[CH:6][CH:7]=1. The yield is 0.190. (4) The reactants are [CH3:1][N:2]1[CH2:7][CH2:6][N:5]([C:8]2[C:13]3[CH2:14][C@H:15]([NH:18][C:19](=[O:39])[C:20]4[CH:25]=[CH:24][C:23]([N:26]5[CH2:31][CH2:30][N:29](CC6C=CC=CC=6)[CH2:28][CH2:27]5)=[CH:22][CH:21]=4)[CH2:16][O:17][C:12]=3[CH:11]=[CH:10][CH:9]=2)[CH2:4][CH2:3]1.C([O-])=O.[NH4+]. The catalyst is CO.[Pd]. The product is [CH3:1][N:2]1[CH2:3][CH2:4][N:5]([C:8]2[C:13]3[CH2:14][C@H:15]([NH:18][C:19](=[O:39])[C:20]4[CH:21]=[CH:22][C:23]([N:26]5[CH2:27][CH2:28][NH:29][CH2:30][CH2:31]5)=[CH:24][CH:25]=4)[CH2:16][O:17][C:12]=3[CH:11]=[CH:10][CH:9]=2)[CH2:6][CH2:7]1. The yield is 0.920. (5) The reactants are C(Cl)(Cl)Cl.[Cl:5][C:6]1[CH:7]=[CH:8][C:9]2[N:10]([CH:12]=[C:13]([NH:15][C:16](=[O:18])[CH3:17])[N:14]=2)[N:11]=1.C1C(=O)N([I:26])C(=O)C1. The catalyst is O. The product is [Cl:5][C:6]1[CH:7]=[CH:8][C:9]2[N:10]([C:12]([I:26])=[C:13]([NH:15][C:16](=[O:18])[CH3:17])[N:14]=2)[N:11]=1. The yield is 0.834. (6) The reactants are CN(C=O)C.C(Br)(=O)C([Br:9])=O.[O:12]=[C:13]1[CH2:18][C:17](=O)[CH2:16][CH2:15][N:14]1[CH:20]1[CH2:25][CH2:24][N:23]([C:26]([O:28][CH2:29][C:30]2[CH:35]=[CH:34][CH:33]=[CH:32][CH:31]=2)=[O:27])[CH2:22][CH2:21]1. The catalyst is C(Cl)Cl. The product is [Br:9][C:17]1[CH2:16][CH2:15][N:14]([CH:20]2[CH2:25][CH2:24][N:23]([C:26]([O:28][CH2:29][C:30]3[CH:35]=[CH:34][CH:33]=[CH:32][CH:31]=3)=[O:27])[CH2:22][CH2:21]2)[C:13](=[O:12])[CH:18]=1. The yield is 0.560. (7) The reactants are [C:1]1([C:7]2[CH:11]=[CH:10][NH:9][N:8]=2)[CH:6]=[CH:5][CH:4]=[CH:3][CH:2]=1.[Br:12]N1C(=O)CCC1=O. The catalyst is CN(C)C=O. The product is [Br:12][C:11]1[C:7]([C:1]2[CH:2]=[CH:3][CH:4]=[CH:5][CH:6]=2)=[N:8][NH:9][CH:10]=1. The yield is 0.910. (8) The reactants are [C:1]([C:3]1[CH:4]=[N:5][CH:6]=[C:7]([CH:20]=1)[C:8]([N:10]=[S@@:11]([CH3:19])(=[O:18])[C:12]1[CH:17]=[CH:16][CH:15]=[CH:14][CH:13]=1)=[O:9])#[CH:2].I[C:22]1[CH:27]=[CH:26][C:25]([OH:28])=[C:24]([CH3:29])[CH:23]=1. No catalyst specified. The product is [OH:28][C:25]1[CH:26]=[CH:27][C:22]([C:2]#[C:1][C:3]2[CH:4]=[N:5][CH:6]=[C:7]([CH:20]=2)[C:8]([N:10]=[S@@:11]([CH3:19])(=[O:18])[C:12]2[CH:13]=[CH:14][CH:15]=[CH:16][CH:17]=2)=[O:9])=[CH:23][C:24]=1[CH3:29]. The yield is 0.730. (9) The reactants are [Cl:1][C:2]1[C:3]([O:12][C:13]2[CH:18]=[C:17]([OH:19])[CH:16]=[CH:15][C:14]=2/[CH:20]=[C:21](\[CH3:27])/[C:22]([O:24][CH2:25][CH3:26])=[O:23])=[N:4][CH:5]=[C:6]([C:8]([F:11])([F:10])[F:9])[CH:7]=1.[CH:28](I)([CH3:30])[CH3:29].C(=O)([O-])[O-].[K+].[K+]. The catalyst is CN(C)C=O. The product is [Cl:1][C:2]1[C:3]([O:12][C:13]2[CH:18]=[C:17]([O:19][CH:28]([CH3:30])[CH3:29])[CH:16]=[CH:15][C:14]=2/[CH:20]=[C:21](\[CH3:27])/[C:22]([O:24][CH2:25][CH3:26])=[O:23])=[N:4][CH:5]=[C:6]([C:8]([F:9])([F:11])[F:10])[CH:7]=1. The yield is 0.960. (10) The reactants are [C:1]([C:5]1[CH:6]=[C:7]([CH:12]=[C:13]([CH2:15]O)[CH:14]=1)[C:8]([O:10][CH3:11])=[O:9])([CH3:4])([CH3:3])[CH3:2].C(Br)(Br)(Br)[Br:18].C1(P(C2C=CC=CC=2)C2C=CC=CC=2)C=CC=CC=1. The catalyst is ClCCl. The product is [Br:18][CH2:15][C:13]1[CH:12]=[C:7]([CH:6]=[C:5]([C:1]([CH3:4])([CH3:3])[CH3:2])[CH:14]=1)[C:8]([O:10][CH3:11])=[O:9]. The yield is 0.990.